This data is from Reaction yield outcomes from USPTO patents with 853,638 reactions. The task is: Predict the reaction yield, written as a fraction of the theoretical maximum amount of product (1.0 means a 100% yield; for example, 0.34 means a 34% yield). The reactants are [CH3:1][O:2][C:3](=[O:55])[CH2:4][NH:5][C:6](=[O:54])[C@H:7]([NH:11][C:12](=[O:53])[C@H:13](NC(OCC1C2C=CC=CC=2C2C1=CC=CC=2)=O)[CH2:14][S:15][C:16]([C:29]1[CH:34]=[CH:33][CH:32]=[CH:31][CH:30]=1)([C:23]1[CH:28]=[CH:27][CH:26]=[CH:25][CH:24]=1)[C:17]1[CH:22]=[CH:21][CH:20]=[CH:19][CH:18]=1)[CH:8]([CH3:10])[CH3:9].[NH:56](CC)CC.[C:61]([NH:78][C@@H:79]([C:81](O)=[O:82])[CH3:80])([O:63][CH2:64][CH:65]1[C:77]2[C:72](=[CH:73][CH:74]=[CH:75][CH:76]=2)[C:71]2[C:66]1=[CH:67][CH:68]=[CH:69][CH:70]=2)=[O:62].CCN=C=NCCCN(C)C.Cl.C1C=CC2N(O)N=NC=2C=1.CCN(C(C)C)C(C)C. The catalyst is CC#N.CCCCCCC. The product is [CH3:1][O:2][C:3](=[O:55])[CH2:4][NH:5][C:6](=[O:54])[C@H:7]([NH:11][C:12](=[O:53])[C@H:13]([NH:56][C:81](=[O:82])[C@H:79]([NH:78][C:61]([O:63][CH2:64][CH:65]1[C:66]2[CH:71]=[CH:70][CH:69]=[CH:68][C:67]=2[C:76]2[C:77]1=[CH:72][CH:73]=[CH:74][CH:75]=2)=[O:62])[CH3:80])[CH2:14][S:15][C:16]([C:29]1[CH:34]=[CH:33][CH:32]=[CH:31][CH:30]=1)([C:17]1[CH:18]=[CH:19][CH:20]=[CH:21][CH:22]=1)[C:23]1[CH:24]=[CH:25][CH:26]=[CH:27][CH:28]=1)[CH:8]([CH3:10])[CH3:9]. The yield is 0.810.